From a dataset of Forward reaction prediction with 1.9M reactions from USPTO patents (1976-2016). Predict the product of the given reaction. (1) Given the reactants [NH:1]1[CH:5]=[CH:4][CH:3]=[C:2]1[C:6]([OH:8])=[O:7].C(=O)([O-])[O-].[Cs+].[Cs+].[CH2:15](Br)[CH:16]=[CH2:17].[Cl-].[NH4+], predict the reaction product. The product is: [CH2:17]([O:7][C:6]([C:2]1[NH:1][CH:5]=[CH:4][CH:3]=1)=[O:8])[CH:16]=[CH2:15]. (2) Given the reactants Br[C:2]1[CH:3]=[N:4][N:5]([C:7]([CH3:14])([CH3:13])[C:8]([O:10]CC)=[O:9])[CH:6]=1.BrC(C)(C)C(O)=O, predict the reaction product. The product is: [NH:4]1[CH:3]=[CH:2][CH:6]=[N:5]1.[CH3:14][C:7]([N:5]1[CH:6]=[CH:2][CH:3]=[N:4]1)([CH3:13])[C:8]([OH:10])=[O:9]. (3) Given the reactants [Cl:1][C:2]1[CH:25]=[CH:24][C:5]([CH2:6][NH:7][C:8]([C:10]2[C:11](=[O:23])[C:12]3[S:19][C:18]([CH2:20]Cl)=[C:17]([CH3:22])[C:13]=3[N:14]([CH3:16])[CH:15]=2)=[O:9])=[CH:4][CH:3]=1.C(O)(=O)C(O)=O.[OH:32][CH:33]([C:38]1[CH:43]=[CH:42][CH:41]=[CH:40][CH:39]=1)[CH2:34]C[NH:48][OH:49].[OH:32][CH:33]([C:38]1[CH:43]=[CH:42][CH:41]=[CH:40][CH:39]=1)[CH2:34]C[NH:48][OH:49].C(N(C(C)C)CC)(C)C, predict the reaction product. The product is: [Cl:1][C:2]1[CH:25]=[CH:24][C:5]([CH2:6][NH:7][C:8]([C:10]2[C:11](=[O:23])[C:12]3[S:19][C:18]([CH2:20][N:48]([OH:49])[CH2:34][CH:33]([OH:32])[C:38]4[CH:39]=[CH:40][CH:41]=[CH:42][CH:43]=4)=[C:17]([CH3:22])[C:13]=3[N:14]([CH3:16])[CH:15]=2)=[O:9])=[CH:4][CH:3]=1. (4) Given the reactants Cl.[C:2]([C:4]1[CH:5]=[CH:6][C:7]([NH:10][C:11]([N:13]2[CH2:19][CH2:18][CH2:17][CH2:16][C:15]3[CH:20]=[CH:21][C:22]([CH:24](OC)[O:25]C)=[N:23][C:14]2=3)=[O:12])=[N:8][CH:9]=1)#[N:3].C([O-])(O)=O.[Na+], predict the reaction product. The product is: [C:2]([C:4]1[CH:5]=[CH:6][C:7]([NH:10][C:11]([N:13]2[CH2:19][CH2:18][CH2:17][CH2:16][C:15]3[CH:20]=[CH:21][C:22]([CH:24]=[O:25])=[N:23][C:14]2=3)=[O:12])=[N:8][CH:9]=1)#[N:3]. (5) Given the reactants [H-].[Al+3].[Li+].[H-].[H-].[H-].[C:7]([Si:11]([CH3:43])([CH3:42])[O:12][C@@H:13]1[CH2:37][CH2:36][C@@:35]2([CH3:38])[CH:15]([CH2:16][C@@H:17]([OH:41])[C@@H:18]3[C@@H:34]2[CH2:33][C@H:32]([OH:39])[C@@:31]2([CH3:40])[C@H:19]3[CH2:20][CH2:21][C@@H:22]2[C@H:23]([CH3:30])[CH2:24][CH2:25][C:26](OC)=[O:27])[CH2:14]1)([CH3:10])([CH3:9])[CH3:8].O, predict the reaction product. The product is: [C:7]([Si:11]([CH3:43])([CH3:42])[O:12][C@@H:13]1[CH2:37][CH2:36][C@@:35]2([CH3:38])[CH:15]([CH2:16][C@@H:17]([OH:41])[C@@H:18]3[C@@H:34]2[CH2:33][C@H:32]([OH:39])[C@@:31]2([CH3:40])[C@H:19]3[CH2:20][CH2:21][C@@H:22]2[C@H:23]([CH3:30])[CH2:24][CH2:25][CH2:26][OH:27])[CH2:14]1)([CH3:9])([CH3:10])[CH3:8].